Dataset: Hepatocyte clearance measurements from AstraZeneca. Task: Regression/Classification. Given a drug SMILES string, predict its absorption, distribution, metabolism, or excretion properties. Task type varies by dataset: regression for continuous measurements (e.g., permeability, clearance, half-life) or binary classification for categorical outcomes (e.g., BBB penetration, CYP inhibition). For this dataset (clearance_hepatocyte_az), we predict log10(clearance) (log10 of the in vitro intrinsic clearance, CLint, in uL/min per 10^6 hepatocytes; values are censored to the assay range of 3 to 150, which is 0.477 to 2.18 on this log10 scale). (1) The molecule is Cn1c(=O)c2nc[nH]c2n(C)c1=O. The log10(clearance) is 0.480. (2) The molecule is N#Cc1ccccc1CSc1nc(O)cc(O)n1. The log10(clearance) is 0.480.